The task is: Predict which catalyst facilitates the given reaction.. This data is from Catalyst prediction with 721,799 reactions and 888 catalyst types from USPTO. (1) Reactant: [CH3:1][O:2][C:3](=[O:14])[CH2:4][C:5]1[C:10](I)=[CH:9][C:8]([Cl:12])=[CH:7][C:6]=1[Cl:13].[CH3:15][N:16]1C(=O)CCC1. Product: [CH3:1][O:2][C:3](=[O:14])[CH2:4][C:5]1[C:10]([C:15]#[N:16])=[CH:9][C:8]([Cl:12])=[CH:7][C:6]=1[Cl:13]. The catalyst class is: 380. (2) Reactant: [NH2:1][C:2](=[O:31])[CH:3]([OH:30])[CH:4]([NH:12][C:13]([C:15]1[C:16]([C:21]2[S:22][C:23]3[CH:29]=[CH:28][CH:27]=[CH:26][C:24]=3[N:25]=2)=[N:17][CH:18]=[CH:19][CH:20]=1)=[O:14])[CH2:5][C:6]1[CH:11]=[CH:10][CH:9]=[CH:8][CH:7]=1.ClCCl.ClC(Cl)C(O)=O. Product: [NH2:1][C:2](=[O:31])[C:3](=[O:30])[CH:4]([NH:12][C:13]([C:15]1[C:16]([C:21]2[S:22][C:23]3[CH:29]=[CH:28][CH:27]=[CH:26][C:24]=3[N:25]=2)=[N:17][CH:18]=[CH:19][CH:20]=1)=[O:14])[CH2:5][C:6]1[CH:7]=[CH:8][CH:9]=[CH:10][CH:11]=1. The catalyst class is: 16. (3) Reactant: [NH2:1][C:2]1[CH:10]=[CH:9][C:5]([C:6]([OH:8])=[O:7])=[CH:4][CH:3]=1.[Br:11]N1C(=O)CCC1=O.O. Product: [NH2:1][C:2]1[CH:10]=[CH:9][C:5]([C:6]([OH:8])=[O:7])=[CH:4][C:3]=1[Br:11]. The catalyst class is: 3. (4) Reactant: [F:1][C:2]1[CH:10]=[C:9]2[C:5]([C:6]([CH:11]3[C:16](=[O:17])[CH2:15][C:14]([CH3:19])([CH3:18])[CH2:13][C:12]3=[O:20])=[CH:7][NH:8]2)=[CH:4][CH:3]=1.[C:21](O)(=O)[CH3:22].C(OC(=O)C)(=O)C.[Cl:32]([OH:36])(=[O:35])(=[O:34])=[O:33]. Product: [Cl:32]([O-:36])(=[O:35])(=[O:34])=[O:33].[F:1][C:2]1[CH:3]=[CH:4][C:5]2[C:6]3[C:11]4[C:12](=[O:20])[CH2:13][C:14]([CH3:18])([CH3:19])[CH2:15][C:16]=4[O+:17]=[C:21]([CH3:22])[C:7]=3[NH:8][C:9]=2[CH:10]=1. The catalyst class is: 27. (5) Reactant: C(OC(N1CCC[C@H]1C[NH:14][C:15]([C:17]1[C:26]2[CH2:25][C:24]([CH3:28])([CH3:27])[CH2:23][NH:22][C:21](=[O:29])[C:20]=2[S:19][C:18]=1[NH:30][C:31]1[CH:36]=[CH:35][C:34]([I:37])=[CH:33][C:32]=1[F:38])=[O:16])=O)(C)(C)C.C(Cl)CCl.C1C=CC2N(O)N=NC=2C=1.CN1CCOCC1.[OH:60][CH2:61][CH2:62][O:63]N. Product: [OH:60][CH2:61][CH2:62][O:63][NH:14][C:15]([C:17]1[C:26]2[CH2:25][C:24]([CH3:27])([CH3:28])[CH2:23][NH:22][C:21](=[O:29])[C:20]=2[S:19][C:18]=1[NH:30][C:31]1[CH:36]=[CH:35][C:34]([I:37])=[CH:33][C:32]=1[F:38])=[O:16]. The catalyst class is: 85.